From a dataset of Full USPTO retrosynthesis dataset with 1.9M reactions from patents (1976-2016). Predict the reactants needed to synthesize the given product. (1) Given the product [Cl:13][C:5]1[C:4]2[C:9](=[CH:10][CH:11]=[C:2]([NH:19][CH2:18][C:17]3[CH:20]=[C:21]([O:24][CH3:25])[CH:22]=[CH:23][C:16]=3[O:15][CH3:14])[CH:3]=2)[C:8](=[O:12])[NH:7][N:6]=1, predict the reactants needed to synthesize it. The reactants are: Br[C:2]1[CH:3]=[C:4]2[C:9](=[CH:10][CH:11]=1)[C:8](=[O:12])[NH:7][N:6]=[C:5]2[Cl:13].[CH3:14][O:15][C:16]1[CH:23]=[CH:22][C:21]([O:24][CH3:25])=[CH:20][C:17]=1[CH2:18][NH2:19].C1C=CC(P(C2C(C3C(P(C4C=CC=CC=4)C4C=CC=CC=4)=CC=C4C=3C=CC=C4)=C3C(C=CC=C3)=CC=2)C2C=CC=CC=2)=CC=1.CC([O-])(C)C.[Na+]. (2) Given the product [N:1]1[CH:2]=[CH:3][C:4]([C:7]2[S:11][C:10]([C:12]([NH:22][CH2:21][C:16]3[CH:17]=[CH:18][CH:19]=[CH:20][N:15]=3)=[O:14])=[CH:9][CH:8]=2)=[CH:5][CH:6]=1, predict the reactants needed to synthesize it. The reactants are: [N:1]1[CH:6]=[CH:5][C:4]([C:7]2[S:11][C:10]([C:12]([OH:14])=O)=[CH:9][CH:8]=2)=[CH:3][CH:2]=1.[N:15]1[CH:20]=[CH:19][CH:18]=[CH:17][C:16]=1[CH2:21][NH2:22]. (3) Given the product [CH2:24]([O:26][C:27]([C:29]1[N:30]=[C:31]([S:34][CH2:16][C:14]2[N:15]=[C:11]([NH:10][C:8]([N:7]([CH:18]3[CH2:23][CH2:22][CH2:21][CH2:20][CH2:19]3)[CH:1]3[CH2:6][CH2:5][CH2:4][CH2:3][CH2:2]3)=[O:9])[S:12][CH:13]=2)[NH:32][CH:33]=1)=[O:28])[CH3:25].[CH:1]1([N:7]([CH:18]2[CH2:23][CH2:22][CH2:21][CH2:20][CH2:19]2)[C:8](=[O:9])[NH:10][C:11]2[S:12][CH:13]=[C:14]([CH2:16][S:34][C:31]3[NH:32][CH:33]=[C:29]([C:27]([OH:28])=[O:26])[N:30]=3)[N:15]=2)[CH2:6][CH2:5][CH2:4][CH2:3][CH2:2]1, predict the reactants needed to synthesize it. The reactants are: [CH:1]1([N:7]([CH:18]2[CH2:23][CH2:22][CH2:21][CH2:20][CH2:19]2)[C:8]([NH:10][C:11]2[S:12][CH:13]=[C:14]([CH2:16]Br)[N:15]=2)=[O:9])[CH2:6][CH2:5][CH2:4][CH2:3][CH2:2]1.[CH2:24]([O:26][C:27]([C:29]1[N:30]=[C:31]([SH:34])[NH:32][CH:33]=1)=[O:28])[CH3:25].